From a dataset of Retrosynthesis with 50K atom-mapped reactions and 10 reaction types from USPTO. Predict the reactants needed to synthesize the given product. (1) Given the product Cc1c(-c2ccccc2S(C)=O)nc2cc(F)cc(F)c2c1Cl, predict the reactants needed to synthesize it. The reactants are: CS(=O)c1ccccc1B(O)O.Cc1c(Cl)nc2cc(F)cc(F)c2c1Cl. (2) Given the product COCCOc1cc([N+](=O)[O-])c2[nH]c(C(=O)NCC(SCc3ccccc3)C(OC)OC)cc2c1, predict the reactants needed to synthesize it. The reactants are: COC(OC)C(CN)SCc1ccccc1.COCCOc1cc([N+](=O)[O-])c2[nH]c(C(=O)O)cc2c1. (3) Given the product CN(C)CCNC(=O)c1nc(Cl)c2ccccc2c1O, predict the reactants needed to synthesize it. The reactants are: CCCCOC(=O)c1nc(Cl)c2ccccc2c1O.CN(C)CCN. (4) The reactants are: CCC1=C(C(=O)OCc2ccccc2)C(c2ccc(F)cc2F)NC(OC)=N1.O=C(Cl)Oc1ccc([N+](=O)[O-])cc1. Given the product CCC1=C(C(=O)OCc2ccccc2)C(c2ccc(F)cc2F)N(C(=O)Oc2ccc([N+](=O)[O-])cc2)C(OC)=N1, predict the reactants needed to synthesize it. (5) Given the product CC(C)(C)OC(=O)N1CCC(Nc2ccc(C#N)cc2)CC1, predict the reactants needed to synthesize it. The reactants are: CC(C)(C)OC(=O)N1CCC(=O)CC1.N#Cc1ccc(N)cc1. (6) Given the product CCCc1nc(-c2cccc(C#Cc3ccc(I)cc3)c2)n(C)n1, predict the reactants needed to synthesize it. The reactants are: C#Cc1cccc(-c2nc(CCC)nn2C)c1.Ic1ccc(I)cc1.